Dataset: Forward reaction prediction with 1.9M reactions from USPTO patents (1976-2016). Task: Predict the product of the given reaction. (1) The product is: [OH:3][C:1]([C:4]1[C:12]2[O:11][CH2:10][CH:9]([C:13]3[CH:18]=[CH:17][C:16]([CH:19]([CH3:20])[CH3:21])=[CH:15][CH:14]=3)[C:8]=2[C:7]([CH3:22])=[C:6]([NH:23][C:24](=[O:30])[CH2:25][C:26]([CH3:29])([CH3:28])[CH3:27])[C:5]=1[CH3:31])([CH3:32])[CH3:2]. Given the reactants [C:1]([C:4]1[C:12]2[O:11][CH2:10][CH:9]([C:13]3[CH:18]=[CH:17][C:16]([CH:19]([CH3:21])[CH3:20])=[CH:15][CH:14]=3)[C:8]=2[C:7]([CH3:22])=[C:6]([NH:23][C:24](=[O:30])[CH2:25][C:26]([CH3:29])([CH3:28])[CH3:27])[C:5]=1[CH3:31])(=[O:3])[CH3:2].[C:32](OCC)(=O)C.CCCCCC, predict the reaction product. (2) Given the reactants [Cl-].ClC1N(C)CC[NH+]1C.[NH2:10][C:11]1[C:12]([Cl:17])=[N:13][CH:14]=[CH:15][CH:16]=1.C(N(CC)CC)C.[CH3:25][O:26][C:27]1[C:28](=[O:51])[C:29]([CH3:50])=[C:30]([CH2:36][C:37]2[CH:45]=[CH:44][C:40]([C:41](O)=[O:42])=[C:39]([O:46][C:47](=[O:49])[CH3:48])[CH:38]=2)[C:31](=[O:35])[C:32]=1[O:33][CH3:34], predict the reaction product. The product is: [Cl:17][C:12]1[C:11]([NH:10][C:41](=[O:42])[C:40]2[CH:44]=[CH:45][C:37]([CH2:36][C:30]3[C:31](=[O:35])[C:32]([O:33][CH3:34])=[C:27]([O:26][CH3:25])[C:28](=[O:51])[C:29]=3[CH3:50])=[CH:38][C:39]=2[O:46][C:47](=[O:49])[CH3:48])=[CH:16][CH:15]=[CH:14][N:13]=1. (3) The product is: [C:11]([O:10][C:8]([C@H:6]1[CH2:7][C@@H:4]([C:1]([OH:3])=[O:17])[C:5]1([CH3:16])[CH3:15])=[O:9])([CH3:14])([CH3:13])[CH3:12]. Given the reactants [C:1]([C@@H:4]1[CH2:7][C@H:6]([C:8]([O:10][C:11]([CH3:14])([CH3:13])[CH3:12])=[O:9])[C:5]1([CH3:16])[CH3:15])(=[O:3])C.[O:17]1CCOCC1, predict the reaction product. (4) Given the reactants Cl.Cl.[F:3][C:4]1[C:12]([C:13]2[C:21]3[C:20]([NH2:22])=[N:19][CH:18]=[N:17][C:16]=3[N:15]([CH3:23])[CH:14]=2)=[CH:11][CH:10]=[C:9]2[C:5]=1[CH2:6][CH2:7][NH:8]2.[F:24][C:25]1[CH:30]=[CH:29][C:28]([F:31])=[CH:27][C:26]=1[CH2:32][C:33](O)=[O:34].CN(C(ON1N=NC2C=CC=NC1=2)=[N+](C)C)C.F[P-](F)(F)(F)(F)F.CCN(C(C)C)C(C)C, predict the reaction product. The product is: [F:24][C:25]1[CH:30]=[CH:29][C:28]([F:31])=[CH:27][C:26]=1[CH2:32][C:33]([N:8]1[C:9]2[C:5](=[C:4]([F:3])[C:12]([C:13]3[C:21]4[C:20]([NH2:22])=[N:19][CH:18]=[N:17][C:16]=4[N:15]([CH3:23])[CH:14]=3)=[CH:11][CH:10]=2)[CH2:6][CH2:7]1)=[O:34]. (5) Given the reactants [OH:1][C:2]1[CH:3]=[C:4]2[C:9](=[CH:10][CH:11]=1)[C:8]([C:12]([NH:14][CH2:15][CH2:16][N:17]1[CH2:22][CH2:21][O:20][CH2:19][CH2:18]1)=[O:13])=[CH:7][CH:6]=[CH:5]2.Cl[C:24]1[C:25]2[S:32][CH:31]=[CH:30][C:26]=2[N:27]=[CH:28][N:29]=1.C([O-])([O-])=O.[Cs+].[Cs+], predict the reaction product. The product is: [N:17]1([CH2:16][CH2:15][NH:14][C:12]([C:8]2[C:9]3[C:4](=[CH:3][C:2]([O:1][C:24]4[C:25]5[S:32][CH:31]=[CH:30][C:26]=5[N:27]=[CH:28][N:29]=4)=[CH:11][CH:10]=3)[CH:5]=[CH:6][CH:7]=2)=[O:13])[CH2:18][CH2:19][O:20][CH2:21][CH2:22]1. (6) Given the reactants [Cl:1][C:2]1[CH:3]=[CH:4][C:5]2[NH:11][C:10]3[CH:12]=[CH:13][CH:14]=[CH:15][C:9]=3[C:8]([N:16]3[CH2:21][CH2:20][NH:19][CH2:18][CH2:17]3)=[N:7][C:6]=2[CH:22]=1.Cl[C:24]([O:26][CH2:27][CH:28]=[CH2:29])=[O:25], predict the reaction product. The product is: [CH2:27]([O:26][C:24]([N:19]1[CH2:20][CH2:21][N:16]([C:8]2[C:9]3[CH:15]=[CH:14][CH:13]=[CH:12][C:10]=3[NH:11][C:5]3[CH:4]=[CH:3][C:2]([Cl:1])=[CH:22][C:6]=3[N:7]=2)[CH2:17][CH2:18]1)=[O:25])[CH:28]=[CH2:29]. (7) Given the reactants [CH3:1][S:2]([O:5]S(C)(=O)=O)(=O)=[O:3].[NH2:10][CH2:11][CH2:12][CH2:13][O:14][C:15]1[CH:16]=[CH:17][C:18]2[C:19]3[N:28]([CH2:29][CH:30]([CH3:32])[CH3:31])[C:27]([CH2:33][CH2:34][CH3:35])=[N:26][C:20]=3[C:21]([NH2:25])=[N:22][C:23]=2[CH:24]=1.C(=O)(O)[O-].[Na+], predict the reaction product. The product is: [NH2:25][C:21]1[C:20]2[N:26]=[C:27]([CH2:33][CH2:34][CH3:35])[N:28]([CH2:29][CH:30]([CH3:32])[CH3:31])[C:19]=2[C:18]2[CH:17]=[CH:16][C:15]([O:14][CH2:13][CH2:12][CH2:11][NH:10][S:2]([CH3:1])(=[O:5])=[O:3])=[CH:24][C:23]=2[N:22]=1.